The task is: Predict which catalyst facilitates the given reaction.. This data is from Catalyst prediction with 721,799 reactions and 888 catalyst types from USPTO. (1) Reactant: [Cl:1][C:2]1[CH:3]=[C:4]([C:15]([NH:17][CH2:18][CH:19]([CH3:21])[CH3:20])=O)[CH:5]=[C:6]([CH:14]=1)[C:7]([NH:9][CH2:10][CH:11]([CH3:13])[CH3:12])=O.B.Cl. Product: [Cl:1][C:2]1[CH:3]=[C:4]([CH:5]=[C:6]([CH2:7][NH:9][CH2:10][CH:11]([CH3:13])[CH3:12])[CH:14]=1)[CH2:15][NH:17][CH2:18][CH:19]([CH3:21])[CH3:20]. The catalyst class is: 5. (2) Reactant: [Cl:1][C:2]1[CH:7]=[CH:6][C:5]([C:8]2[C:16]([C:17](=O)[CH:18]([CH3:20])[CH3:19])=[C:11]3[CH:12]=[CH:13][CH:14]=[CH:15][N:10]3[N:9]=2)=[CH:4][CH:3]=1.Cl.[NH2:23][OH:24].[OH-].[Na+]. Product: [Cl:1][C:2]1[CH:7]=[CH:6][C:5]([C:8]2[C:16]([C:17](=[N:23][OH:24])[CH:18]([CH3:20])[CH3:19])=[C:11]3[CH:12]=[CH:13][CH:14]=[CH:15][N:10]3[N:9]=2)=[CH:4][CH:3]=1. The catalyst class is: 88. (3) The catalyst class is: 211. Product: [Br:14][C:7]1[CH:8]=[C:9]([C:12]#[N:13])[C:10]2[C:5]([CH:6]=1)=[CH:4][CH:3]=[C:2]([OH:1])[CH:11]=2. Reactant: [OH:1][C:2]1[CH:11]=[C:10]2[C:5]([CH:6]=[CH:7][CH:8]=[C:9]2[C:12]#[N:13])=[CH:4][CH:3]=1.[Br:14]Br.Cl.Cl[Sn]Cl. (4) Reactant: [O:1]1[C:5]2[CH:6]=[CH:7][C:8]([C:10]([C:12]3[CH:17]=[CH:16][CH:15]=[CH:14][CH:13]=3)=O)=[CH:9][C:4]=2[CH:3]=[CH:2]1.C(O)(=O)C.[CH2:22]([SH:25])[CH2:23][SH:24].B(F)(F)F. Product: [C:12]1([C:10]2([C:8]3[CH:7]=[CH:6][C:5]4[O:1][CH:2]=[CH:3][C:4]=4[CH:9]=3)[S:25][CH2:22][CH2:23][S:24]2)[CH:17]=[CH:16][CH:15]=[CH:14][CH:13]=1. The catalyst class is: 2. (5) Reactant: Cl[C:2]1[C:7]([C:8]#[N:9])=[CH:6][CH:5]=[C:4]([C:10]2[CH:15]=[CH:14][C:13]([F:16])=[CH:12][CH:11]=2)[N:3]=1.Cl.[NH2:18][C:19]1[C:24]([C:25]#[N:26])=[CH:23][CH:22]=[C:21]([NH:27][CH:28]2[CH2:33][CH2:32][CH2:31][NH:30][CH2:29]2)[N:20]=1.C(N(CC)C(C)C)(C)C. Product: [NH2:18][C:19]1[C:24]([C:25]#[N:26])=[CH:23][CH:22]=[C:21]([NH:27][CH:28]2[CH2:33][CH2:32][CH2:31][N:30]([C:2]3[C:7]([C:8]#[N:9])=[CH:6][CH:5]=[C:4]([C:10]4[CH:15]=[CH:14][C:13]([F:16])=[CH:12][CH:11]=4)[N:3]=3)[CH2:29]2)[N:20]=1. The catalyst class is: 16. (6) Reactant: [CH3:1][C:2]([CH3:14])([CH3:13])[C:3](=O)[CH2:4][C:5](=O)[C:6]([O:8][CH2:9][CH3:10])=[O:7].[CH3:15][NH:16][NH2:17]. Product: [CH2:9]([O:8][C:6]([C:5]1[N:16]([CH3:15])[N:17]=[C:3]([C:2]([CH3:14])([CH3:13])[CH3:1])[CH:4]=1)=[O:7])[CH3:10]. The catalyst class is: 14. (7) Reactant: [CH3:1][Si:2]([CH3:17])([C:11]1[CH:16]=[CH:15][CH:14]=[CH:13][CH:12]=1)[C:3]1[CH:10]=[CH:9][CH:8]=[CH:7][C:4]=1[CH:5]=O.[CH:18]1([NH2:21])[CH2:20][CH2:19]1.C(O)(=O)C.C([BH3-])#N.[Na+]. Product: [CH3:1][Si:2]([CH3:17])([C:11]1[CH:16]=[CH:15][CH:14]=[CH:13][CH:12]=1)[C:3]1[CH:10]=[CH:9][CH:8]=[CH:7][C:4]=1[CH2:5][NH:21][CH:18]1[CH2:20][CH2:19]1. The catalyst class is: 5.